This data is from Full USPTO retrosynthesis dataset with 1.9M reactions from patents (1976-2016). The task is: Predict the reactants needed to synthesize the given product. Given the product [CH3:1][O:2][C:3]1[C:7]2[CH:8]=[N:9][C:10]([NH:12][C:13]([NH:15][C@@H:16]([C:18]3[CH:23]=[CH:22][CH:21]=[CH:20][CH:19]=3)[CH3:17])=[O:14])=[CH:11][C:6]=2[NH:5][N:4]=1, predict the reactants needed to synthesize it. The reactants are: [CH3:1][O:2][C:3]1[C:7]2[CH:8]=[N:9][C:10]([NH:12][C:13]([NH:15][C@@H:16]([C:18]3[CH:23]=[CH:22][CH:21]=[CH:20][CH:19]=3)[CH3:17])=[O:14])=[CH:11][C:6]=2[N:5](C(C2C=CC=CC=2)(C2C=CC=CC=2)C2C=CC=CC=2)[N:4]=1.C([SiH](CC)CC)C.C([O-])(O)=O.[Na+].